This data is from Forward reaction prediction with 1.9M reactions from USPTO patents (1976-2016). The task is: Predict the product of the given reaction. (1) Given the reactants [C:1]([O:5][C:6](=[O:17])[NH:7][C@H:8]([C:10]1[CH:15]=[CH:14][C:13](Br)=[CH:12][CH:11]=1)[CH3:9])([CH3:4])([CH3:3])[CH3:2].C1(P(C2C=CC=CC=2)CCCP(C2C=CC=CC=2)C2C=CC=CC=2)C=CC=CC=1.C(N(CC)CC)C.CN(C)[CH:56]=[O:57].C[CH2:60][O:61]CC, predict the reaction product. The product is: [C:1]([O:5][C:6]([NH:7][C@H:8]([C:10]1[CH:15]=[CH:14][C:13]([C:60]([O:57][CH3:56])=[O:61])=[CH:12][CH:11]=1)[CH3:9])=[O:17])([CH3:4])([CH3:3])[CH3:2]. (2) The product is: [I:26][C:4]1[CH:3]=[CH:2][C:1]([N:7]2[CH2:10][CH:9]([O:11][CH2:12][CH2:13][O:14][CH:15]3[CH2:20][CH2:19][CH2:18][CH2:17][O:16]3)[CH2:8]2)=[CH:6][CH:5]=1. Given the reactants [C:1]1([N:7]2[CH2:10][CH:9]([O:11][CH2:12][CH2:13][O:14][CH:15]3[CH2:20][CH2:19][CH2:18][CH2:17][O:16]3)[CH2:8]2)[CH:6]=[CH:5][CH:4]=[CH:3][CH:2]=1.C(=O)(O)[O-].[Na+].[I:26]I.O.S([O-])([O-])(=O)=S.[Na+].[Na+], predict the reaction product.